This data is from Drug-target binding data from BindingDB using IC50 measurements. The task is: Regression. Given a target protein amino acid sequence and a drug SMILES string, predict the binding affinity score between them. We predict pIC50 (pIC50 = -log10(IC50 in M); higher means more potent). Dataset: bindingdb_ic50. (1) The small molecule is CNCCN(C)Cc1ccc(-c2ccc(OC(F)(F)F)cc2)o1.Cl. The target protein (Q99873) has sequence MAAAEAANCIMENFVATLANGMSLQPPLEEVSCGQAESSEKPNAEDMTSKDYYFDSYAHFGIHEEMLKDEVRTLTYRNSMFHNRHLFKDKVVLDVGSGTGILCMFAAKAGARKVIGIECSSISDYAVKIVKANKLDHVVTIIKGKVEEVELPVEKVDIIISEWMGYCLFYESMLNTVLYARDKWLAPDGLIFPDRATLYVTAIEDRQYKDYKIHWWENVYGFDMSCIKDVAIKEPLVDVVDPKQLVTNACLIKEVDIYTVKVEDLTFTSPFCLQVKRNDYVHALVAYFNIEFTRCHKRTGFSTSPESPYTHWKQTVFYMEDYLTVKTGEEIFGTIGMRPNAKNNRDLDFTIDLDFKGQLCELSCSTDYRMR. The pIC50 is 4.8. (2) The target protein (P40136) has sequence MTRNKFIPNKFSIISFSVLLFAISSSQAIEVNAMNEHYTESDIKRNHKTEKNKTEKEKFKDSINNLVKTEFTNETLDKIQQTQDLLKKIPKDVLEIYSELGGEIYFTDIDLVEHKELQDLSEEEKNSMNSRGEKVPFASRFVFEKKRETPKLIINIKDYAINSEQSKEVYYEIGKGISLDIISKDKSLDPEFLNLIKSLSDDSDSSDLLFSQKFKEKLELNNKSIDINFIKENLTEFQHAFSLAFSYYFAPDHRTVLELYAPDMFEYMNKLEKGGFEKISESLKKEGVEKDRIDVLKGEKALKASGLVPEHADAFKKIARELNTYILFRPVNKLATNLIKSGVATKGLNVHGKSSDWGPVAGYIPFDQDLSKKHGQQLAVEKGNLENKKSITEHEGEIGKIPLKLDHLRIEELKENGIILKGKKEIDNGKKYYLLESNNQVYEFRISDENNEVQYKTKEGKITVLGEKFNWRNIEVMAKNVEGVLKPLTADYDLFALAPS.... The pIC50 is 4.5. The small molecule is COc1cccc(C2=C(C)C(=O)CC2)n1. (3) The compound is CCCCC(=O)O[C@H]1[C@H](O)[C@@H](CO)O[C@H]1n1cnc2c(=O)[nH]c(N)nc21. The target protein (Q01583) has sequence MNIGIAAPKWDKLSPREFLQLQELASYSTRKLQDVLREFSSPSAASTPKCIPDGDIDFDGFRRFLDAFLDCEAPLDLAKHLFVSFLKPNVTQAQLHGRALNQMAAISSTAACAPVTSHTKGSIPNINSIAELMPQCSGGGGGIGGTGGVAGAEGHAQARSSFVDKIHGITDKLHHSLGGHLSHDPSKTGSVHPMLTVTPSPLASGPSMFQASNPARRSVDSSPSHSATNHSQMSRNSSKKSSNSVNCKIDADIKLLARKLSHFDPLTLKVPLKDVVCYLSLLEAGRPEDKLEFMFRLYDTDSNGVLDTAEMDAIVNQMMAVAEYLGWDVSELRPILQEMMVEIDYDADGTVSLDEWQRGGMTTIPLLVLLGVDSTTLKEDGIHVWRLKHFSKPAYCNLCLNMLVGLGKKGLCCVLCKYTVHERCVQHAPASCITTYVKSKKPKCGGDLLHHWVEGNCYGRCSKCRKRIKAYHGITGLTCRWCHMMLHNRCASSVKKECTL.... The pIC50 is 3.3. (4) The drug is O=C(O)CCC(=O)N1N=C(c2c(-c3ccc(Br)cc3)c3ccccc3[nH]c2=O)CC1c1ccc(F)cc1. The target protein (Q00959) has sequence MGRLGYWTLLVLPALLVWRDPAQNAAAEKGPPALNIAVLLGHSHDVTERELRNLWGPEQATGLPLDVNVVALLMNRTDPKSLITHVCDLMSGARIHGLVFGDDTDQEAVAQMLDFISSQTFIPILGIHGGASMIMADKDPTSTFFQFGASIQQQATVMLKIMQDYDWHVFSLVTTIFPGYRDFISFIKTTVDNSFVGWDMQNVITLDTSFEDAKTQVQLKKIHSSVILLYCSKDEAVLILSEARSLGLTGYDFFWIVPSLVSGNTELIPKEFPSGLISVSYDDWDYSLEARVRDGLGILTTAASSMLEKFSYIPEAKASCYGQAEKPETPLHTLHQFMVNVTWDGKDLSFTEEGYQVHPRLVVIVLNKDREWEKVGKWENQTLSLRHAVWPRYKSFSDCEPDDNHLSIVTLEEAPFVIVEDIDPLTETCVRNTVPCRKFVKINNSTNEGMNVKKCCKGFCIDILKKLSRTVKFTYDLYLVTNGKHGKKVNNVWNGMIGEV.... The pIC50 is 4.5. (5) The small molecule is Cn1nnnc1SC[C@@]1(C)[C@H](C(=O)O)N2C(=O)C[C@H]2S1(=O)=O. The target protein (P00807) has sequence MKKLIFLIVIALVLSACNSNSSHAKELNDLEKKYNAHIGVYALDTKSGKEVKFNSDKRFAYASTSKAINSAILLEQVPYNKLNKKVHINKDDIVAYSPILEKYVGKDITLKALIEASMTYSDNTANNKIIKEIGGIKKVKQRLKELGDKVTNPVRYEIELNYYSPKSKKDTSTPAAFGKTLNKLIANGKLSKENKKFLLDLMLNNKSGDTLIKDGVPKDYKVADKSGQAITYASRNDVAFVYPKGQSEPIVLVIFTNKDNKSDKPNDKLISETAKSVMKEF. The pIC50 is 6.7.